Dataset: Reaction yield outcomes from USPTO patents with 853,638 reactions. Task: Predict the reaction yield, written as a fraction of the theoretical maximum amount of product (1.0 means a 100% yield; for example, 0.34 means a 34% yield). (1) The reactants are [F:1][C:2]1[CH:9]=[CH:8][C:5]([CH2:6][NH2:7])=[CH:4][CH:3]=1.F[C:11]1([CH:19]=[CH:18][N:17]=[CH:16][CH2:15]1)[C:12]([OH:14])=[O:13]. No catalyst specified. The product is [F:1][C:2]1[CH:9]=[CH:8][C:5]([CH2:6][NH:7][C:15]2[CH:16]=[N:17][CH:18]=[CH:19][C:11]=2[C:12]([OH:14])=[O:13])=[CH:4][CH:3]=1. The yield is 0.550. (2) The product is [CH2:13]([S:15]([C:18]1[CH:19]=[C:20]([C:24]2[C:29]3[C:30]4[CH:36]=[C:35]([CH3:37])[CH:34]=[N:33][C:31]=4[NH:32][C:28]=3[C:27]([O:38][CH2:39][C@H:40]([OH:8])[CH3:41])=[N:26][CH:25]=2)[CH:21]=[CH:22][CH:23]=1)(=[O:16])=[O:17])[CH3:14]. The yield is 0.560. The reactants are C([O:8][C@@H](C)CO)C1C=CC=CC=1.[CH2:13]([S:15]([C:18]1[CH:19]=[C:20]([C:24]2[C:29]3[C:30]4[CH:36]=[C:35]([CH3:37])[CH:34]=[N:33][C:31]=4[NH:32][C:28]=3[C:27]([O:38][CH2:39][CH2:40][CH2:41]N(C)C)=[N:26][CH:25]=2)[CH:21]=[CH:22][CH:23]=1)(=[O:17])=[O:16])[CH3:14]. The catalyst is CO.[Pd].